Dataset: Full USPTO retrosynthesis dataset with 1.9M reactions from patents (1976-2016). Task: Predict the reactants needed to synthesize the given product. (1) Given the product [Br:1][C:2]1[CH:7]=[C:6]([CH3:8])[CH:5]=[C:4](/[C:9](=[N:36]/[C:35]2[C:37]([CH:41]([CH3:42])[CH3:43])=[CH:38][CH:39]=[CH:40][C:34]=2[CH:31]([CH3:33])[CH3:32])/[C:11]2[CH:16]=[CH:15][CH:14]=[CH:13][CH:12]=2)[C:3]=1[OH:17], predict the reactants needed to synthesize it. The reactants are: [Br:1][C:2]1[C:3]([OH:17])=[C:4]([C:9]([C:11]2[CH:16]=[CH:15][CH:14]=[CH:13][CH:12]=2)=O)[CH:5]=[C:6]([CH3:8])[CH:7]=1.[Si](OCC)(OCC)(OCC)OCC.[CH:31]([C:34]1[CH:40]=[CH:39][CH:38]=[C:37]([CH:41]([CH3:43])[CH3:42])[C:35]=1[NH2:36])([CH3:33])[CH3:32].OS(O)(=O)=O. (2) Given the product [C:18]([C:11]1[C:12]2[C:17](=[CH:16][CH:15]=[CH:14][CH:13]=2)[C:8]([C:3]2[C:2]([S:22][CH2:21][C:20]([O:24][CH3:25])=[O:23])=[N:7][CH:6]=[CH:5][N:4]=2)=[CH:9][CH:10]=1)#[N:19], predict the reactants needed to synthesize it. The reactants are: Cl[C:2]1[C:3]([C:8]2[C:17]3[C:12](=[CH:13][CH:14]=[CH:15][CH:16]=3)[C:11]([C:18]#[N:19])=[CH:10][CH:9]=2)=[N:4][CH:5]=[CH:6][N:7]=1.[C:20]([O:24][CH3:25])(=[O:23])[CH2:21][SH:22].C(=O)([O-])[O-].[Na+].[Na+].